From a dataset of Forward reaction prediction with 1.9M reactions from USPTO patents (1976-2016). Predict the product of the given reaction. (1) Given the reactants P(Cl)(Cl)(Cl)=O.[CH2:6]1[C:12]2[CH:13]=[CH:14][CH:15]=[CH:16][C:11]=2[CH2:10][CH2:9][CH2:8][N:7]1[C:17](=O)[CH3:18].[NH2:20][C:21]1[CH:28]=[CH:27][CH:26]=[C:25]([Cl:29])[C:22]=1[C:23]#[N:24].C(=O)(O)[O-].[Na+], predict the reaction product. The product is: [Cl:29][C:25]1[CH:26]=[CH:27][CH:28]=[C:21]([N:20]=[C:17]([N:7]2[CH2:8][CH2:9][CH2:10][C:11]3[CH:16]=[CH:15][CH:14]=[CH:13][C:12]=3[CH2:6]2)[CH3:18])[C:22]=1[C:23]#[N:24]. (2) Given the reactants [C:1]([O:5][C:6]([NH:8][CH2:9][C:10]([OH:12])=O)=[O:7])([CH3:4])([CH3:3])[CH3:2].C(N(CC)CC)C.C(OC(Cl)=O)C(C)C.O[NH:29][C:30](=[NH:37])[C:31]1[CH:36]=[CH:35][N:34]=[CH:33][CH:32]=1, predict the reaction product. The product is: [C:1]([O:5][C:6](=[O:7])[NH:8][CH2:9][C:10]1[O:12][N:37]=[C:30]([C:31]2[CH:36]=[CH:35][N:34]=[CH:33][CH:32]=2)[N:29]=1)([CH3:2])([CH3:3])[CH3:4]. (3) Given the reactants O.[OH-].[Na+:3].[CH:4]1[C:13]2[C:8](=[CH:9][CH:10]=[C:11]([O:14][CH:15]([CH2:21][CH2:22][CH3:23])[C:16]([O:18]CC)=[O:17])[CH:12]=2)[CH:7]=[CH:6][N:5]=1, predict the reaction product. The product is: [Na+:3].[CH:4]1[C:13]2[C:8](=[CH:9][CH:10]=[C:11]([O:14][CH:15]([CH2:21][CH2:22][CH3:23])[C:16]([O-:18])=[O:17])[CH:12]=2)[CH:7]=[CH:6][N:5]=1. (4) The product is: [CH3:28][N:29]1[CH2:34][CH2:33][N:32]([S:35]([NH:1][C:2]2[CH:3]=[CH:4][C:5]([O:24][CH2:25][CH2:26][CH3:27])=[C:6]([C:8]3[NH:13][C:12](=[O:14])[C:11]4=[C:15]([CH3:23])[N:16]=[C:17]([CH:18]5[CH2:22][CH2:21][CH2:20][CH2:19]5)[N:10]4[N:9]=3)[CH:7]=2)(=[O:37])=[O:36])[CH2:31][CH2:30]1. Given the reactants [NH2:1][C:2]1[CH:3]=[CH:4][C:5]([O:24][CH2:25][CH2:26][CH3:27])=[C:6]([C:8]2[NH:13][C:12](=[O:14])[C:11]3=[C:15]([CH3:23])[N:16]=[C:17]([CH:18]4[CH2:22][CH2:21][CH2:20][CH2:19]4)[N:10]3[N:9]=2)[CH:7]=1.[CH3:28][N:29]1[CH2:34][CH2:33][N:32]([S:35](Cl)(=[O:37])=[O:36])[CH2:31][CH2:30]1.N1C=CC=CC=1, predict the reaction product. (5) Given the reactants C(=O)(OC(C)(C)C)N.[CH3:9][O:10][C:11]([C:13]1[CH:18]=[CH:17][C:16]([C:19]2([NH:22][C:23]([CH:25]3[N:32](C(OC(C)(C)C)=O)[CH2:31][CH2:30][C:27]4([CH2:29][CH2:28]4)[CH2:26]3)=[O:24])[CH2:21][CH2:20]2)=[CH:15][CH:14]=1)=[O:12], predict the reaction product. The product is: [CH2:28]1[C:27]2([CH2:30][CH2:31][NH:32][CH:25]([C:23]([NH:22][C:19]3([C:16]4[CH:17]=[CH:18][C:13]([C:11]([O:10][CH3:9])=[O:12])=[CH:14][CH:15]=4)[CH2:20][CH2:21]3)=[O:24])[CH2:26]2)[CH2:29]1. (6) Given the reactants [N+:1]([C:4]1[CH:5]=[C:6]([CH:10]=[C:11]2[C:16](=[O:17])[CH:15]3[CH2:18][CH2:19][N:12]2[CH2:13][CH2:14]3)[CH:7]=[CH:8][CH:9]=1)([O-:3])=[O:2].[BH4-].[Na+], predict the reaction product. The product is: [N+:1]([C:4]1[CH:5]=[C:6]([CH:10]=[C:11]2[CH:16]([OH:17])[CH:15]3[CH2:18][CH2:19][N:12]2[CH2:13][CH2:14]3)[CH:7]=[CH:8][CH:9]=1)([O-:3])=[O:2]. (7) Given the reactants COP([CH2:7][C:8]([O:10][CH2:11][CH3:12])=[O:9])(OC)=O.CC([O-])(C)C.[K+].[F:19][C:20]1[CH:27]=[C:26]([F:28])[CH:25]=[C:24]([F:29])[C:21]=1[CH:22]=O.[Cl-].[NH4+], predict the reaction product. The product is: [F:19][C:20]1[CH:27]=[C:26]([F:28])[CH:25]=[C:24]([F:29])[C:21]=1/[CH:22]=[CH:7]/[C:8]([O:10][CH2:11][CH3:12])=[O:9]. (8) Given the reactants [O:1]=[C:2]1[C:10]2[CH2:9][CH2:8][CH2:7][CH2:6][C:5]=2[N:4]([CH2:11][C:12]([O:14][C:15]([CH3:18])([CH3:17])[CH3:16])=[O:13])[NH:3]1.Cl.Cl[CH2:21][C:22]1[N:27]=[CH:26][CH:25]=[CH:24][N:23]=1.C([O-])([O-])=O.[Cs+].[Cs+].N#N, predict the reaction product. The product is: [N:23]1[CH:24]=[CH:25][CH:26]=[N:27][C:22]=1[CH2:21][O:1][C:2]1[C:10]2[CH2:9][CH2:8][CH2:7][CH2:6][C:5]=2[N:4]([CH2:11][C:12]([O:14][C:15]([CH3:18])([CH3:17])[CH3:16])=[O:13])[N:3]=1.